From a dataset of Reaction yield outcomes from USPTO patents with 853,638 reactions. Predict the reaction yield, written as a fraction of the theoretical maximum amount of product (1.0 means a 100% yield; for example, 0.34 means a 34% yield). (1) The reactants are [Cl:1][C:2]1[CH:3]=[C:4]([CH3:9])[CH:5]=[C:6]([CH3:8])[CH:7]=1.C1C(=O)N([Br:17])C(=O)C1. The catalyst is C(Cl)(Cl)(Cl)Cl.CC(N=NC(C#N)(C)C)(C#N)C. The product is [Cl:1][C:2]1[CH:7]=[C:6]([CH:5]=[C:4]([CH3:9])[CH:3]=1)[CH2:8][Br:17]. The yield is 0.800. (2) The reactants are [O:1]=[C:2]1[C:11]2[C:6](=[CH:7][CH:8]=[C:9]([C:12]3([C:15]([O:17]C)=[O:16])[CH2:14][CH2:13]3)[CH:10]=2)[O:5][CH2:4][CH2:3]1.O[Li].[OH2:21].[CH3:22]O. The catalyst is O. The product is [OH:1][C:2]1([O:21][CH3:22])[C:11]2[C:6](=[CH:7][CH:8]=[C:9]([C:12]3([C:15]([OH:17])=[O:16])[CH2:13][CH2:14]3)[CH:10]=2)[O:5][CH2:4][CH2:3]1. The yield is 0.440. (3) The reactants are [CH2:1]([O:8][CH:9]1[CH2:15][CH2:14][CH2:13][N:12]([S:16]([C:19]2[CH:20]=[C:21]([CH:26]=[CH:27][C:28]=2Br)[C:22]([O:24][CH3:25])=[O:23])(=[O:18])=[O:17])[CH2:11][CH2:10]1)[C:2]1[CH:7]=[CH:6][CH:5]=[CH:4][CH:3]=1.[CH2:30]([Sn](CCCC)(CCCC)CCCC)[CH:31]=[CH2:32].CCOC(C)=O.O. The catalyst is C1(C)C=CC=CC=1.C1C=CC([P]([Pd]([P](C2C=CC=CC=2)(C2C=CC=CC=2)C2C=CC=CC=2)([P](C2C=CC=CC=2)(C2C=CC=CC=2)C2C=CC=CC=2)[P](C2C=CC=CC=2)(C2C=CC=CC=2)C2C=CC=CC=2)(C2C=CC=CC=2)C2C=CC=CC=2)=CC=1. The product is [CH2:32]([C:28]1[CH:27]=[CH:26][C:21]([C:22]([O:24][CH3:25])=[O:23])=[CH:20][C:19]=1[S:16]([N:12]1[CH2:13][CH2:14][CH2:15][CH:9]([O:8][CH2:1][C:2]2[CH:7]=[CH:6][CH:5]=[CH:4][CH:3]=2)[CH2:10][CH2:11]1)(=[O:18])=[O:17])[CH:31]=[CH2:30]. The yield is 0.528. (4) The reactants are [CH3:1][O:2][C:3]1[CH:4]=[C:5]2[C:10](=[CH:11][C:12]=1[O:13][CH3:14])[N:9]=[CH:8][CH:7]=[C:6]2[O:15][C:16]1[CH:22]=[CH:21][C:19]([NH2:20])=[C:18]([CH3:23])[C:17]=1[CH3:24].Cl[C:26](Cl)([O:28][C:29](=[O:35])OC(Cl)(Cl)Cl)Cl.[CH:37]1(CO)[CH2:41][CH2:40][CH2:39][CH2:38]1.C(=O)(O)[O-].[Na+]. The catalyst is C(Cl)Cl.C(N(CC)CC)C.C1(C)C=CC=CC=1. The product is [CH3:1][O:2][C:3]1[CH:4]=[C:5]2[C:10](=[CH:11][C:12]=1[O:13][CH3:14])[N:9]=[CH:8][CH:7]=[C:6]2[O:15][C:16]1[CH:22]=[CH:21][C:19]([NH:20][C:29](=[O:35])[O:28][CH2:26][CH:37]2[CH2:41][CH2:40][CH2:39][CH2:38]2)=[C:18]([CH3:23])[C:17]=1[CH3:24]. The yield is 0.660.